This data is from Peptide-MHC class I binding affinity with 185,985 pairs from IEDB/IMGT. The task is: Regression. Given a peptide amino acid sequence and an MHC pseudo amino acid sequence, predict their binding affinity value. This is MHC class I binding data. (1) The MHC is HLA-A25:01 with pseudo-sequence HLA-A25:01. The binding affinity (normalized) is 0.0847. The peptide sequence is AEDLADHHV. (2) The peptide sequence is IADMGHLKY. The MHC is HLA-A02:01 with pseudo-sequence HLA-A02:01. The binding affinity (normalized) is 0.0847. (3) The peptide sequence is YMDDVVLGV. The MHC is HLA-A02:07 with pseudo-sequence YFAMYGEKVAHTHVDTLYVRCHYYTWAVLAYTWY. The binding affinity (normalized) is 0.582. (4) The peptide sequence is SEMIIPKNF. The MHC is HLA-B44:03 with pseudo-sequence HLA-B44:03. The binding affinity (normalized) is 0.764. (5) The peptide sequence is CIHAEEKVKH. The MHC is HLA-B27:05 with pseudo-sequence HLA-B27:05. The binding affinity (normalized) is 0. (6) The peptide sequence is YSSHELWHF. The binding affinity (normalized) is 0.0847. The MHC is HLA-A02:16 with pseudo-sequence HLA-A02:16. (7) The binding affinity (normalized) is 0.0847. The MHC is HLA-A02:19 with pseudo-sequence HLA-A02:19. The peptide sequence is GRYNLISPK. (8) The peptide sequence is ALAEHISDSI. The MHC is HLA-A02:03 with pseudo-sequence HLA-A02:03. The binding affinity (normalized) is 1.00. (9) The peptide sequence is LTALRLCAY. The MHC is Patr-B0101 with pseudo-sequence Patr-B0101. The binding affinity (normalized) is 0.208. (10) The binding affinity (normalized) is 0.0847. The peptide sequence is YMLWNSWLS. The MHC is HLA-B58:01 with pseudo-sequence HLA-B58:01.